This data is from Forward reaction prediction with 1.9M reactions from USPTO patents (1976-2016). The task is: Predict the product of the given reaction. (1) Given the reactants [F:1][C:2]([F:33])([C:18]1[N:22]2[CH:23]=[C:24]([C:27]3[CH:28]=[N:29][N:30]([CH3:32])[CH:31]=3)[CH:25]=[CH:26][C:21]2=[N:20][N:19]=1)[C:3]1[CH:4]=[CH:5][C:6]2[N:7]([CH:9]=[C:10]([NH:12]C(C3CC3)=O)[N:11]=2)[N:8]=1.CO.O, predict the reaction product. The product is: [F:33][C:2]([F:1])([C:18]1[N:22]2[CH:23]=[C:24]([C:27]3[CH:28]=[N:29][N:30]([CH3:32])[CH:31]=3)[CH:25]=[CH:26][C:21]2=[N:20][N:19]=1)[C:3]1[CH:4]=[CH:5][C:6]2[N:7]([CH:9]=[C:10]([NH2:12])[N:11]=2)[N:8]=1. (2) Given the reactants [CH2:1]([C:3]1[N:7]2[N:8]=[C:9]3[C:22](=[O:23])[CH2:21][S:20](=[O:25])(=[O:24])[C:10]3=[C:11]([C:12]3[CH:13]=[C:14]([CH:17]=[CH:18][CH:19]=3)[C:15]#[N:16])[C:6]2=[CH:5][CH:4]=1)[CH3:2], predict the reaction product. The product is: [CH2:1]([C:3]1[N:7]2[N:8]=[C:9]3[CH:22]([OH:23])[CH2:21][S:20](=[O:24])(=[O:25])[C:10]3=[C:11]([C:12]3[CH:13]=[C:14]([CH:17]=[CH:18][CH:19]=3)[C:15]#[N:16])[C:6]2=[CH:5][CH:4]=1)[CH3:2]. (3) The product is: [Br:24][C:25]1[CH:29]=[C:28]([C:30]([NH:8][C:9]2[CH:22]=[CH:21][C:20]([Cl:23])=[CH:19][C:10]=2[C:11](=[O:12])[NH:13][CH:14]([CH:16]2[CH2:18][CH2:17]2)[CH3:15])=[O:39])[N:27]([C:40]2[C:45]([Cl:46])=[CH:44][CH:43]=[CH:42][N:41]=2)[N:26]=1. Given the reactants S([O-])([O-])(=O)=O.[Na+].[Na+].[NH2:8][C:9]1[CH:22]=[CH:21][C:20]([Cl:23])=[CH:19][C:10]=1[C:11]([NH:13][CH:14]([CH:16]1[CH2:18][CH2:17]1)[CH3:15])=[O:12].[Br:24][C:25]1[CH:29]=[C:28]([C:30](=[O:39])SCC2C=CC=CC=2)[N:27]([C:40]2[C:45]([Cl:46])=[CH:44][CH:43]=[CH:42][N:41]=2)[N:26]=1.CC(C)([O-])C.[K+], predict the reaction product. (4) Given the reactants [NH2:1][C:2]1[CH:11]=[CH:10][C:5]([C:6]([O:8][CH3:9])=[O:7])=[CH:4][CH:3]=1.[C:12]1([C:18]2[O:22][N:21]=[CH:20][C:19]=2[CH2:23][CH2:24][C:25](O)=[O:26])[CH:17]=[CH:16][CH:15]=[CH:14][CH:13]=1.O.ON1C2C=CC=CC=2N=N1.Cl.C(N=C=NCCCN(C)C)C, predict the reaction product. The product is: [CH3:9][O:8][C:6]([C:5]1[CH:4]=[CH:3][C:2]([NH:1][C:25](=[O:26])[CH2:24][CH2:23][C:19]2[CH:20]=[N:21][O:22][C:18]=2[C:12]2[CH:13]=[CH:14][CH:15]=[CH:16][CH:17]=2)=[CH:11][CH:10]=1)=[O:7]. (5) Given the reactants [CH3:1][N:2]([CH3:4])[CH3:3].[C:5]([S:24][CH2:25][CH2:26][O:27][CH2:28][CH2:29][O:30][CH2:31][CH2:32][O:33][S:34]([C:37]1[CH:42]=[CH:41][C:40]([CH3:43])=[CH:39][CH:38]=1)(=[O:36])=[O:35])([C:18]1[CH:23]=[CH:22][CH:21]=[CH:20][CH:19]=1)([C:12]1[CH:17]=[CH:16][CH:15]=[CH:14][CH:13]=1)[C:6]1[CH:11]=[CH:10][CH:9]=[CH:8][CH:7]=1, predict the reaction product. The product is: [C:40]1([CH3:43])[CH:39]=[CH:38][C:37]([S:34]([O-:36])(=[O:33])=[O:35])=[CH:42][CH:41]=1.[C:5]([S:24][CH2:25][CH2:26][O:27][CH2:28][CH2:29][O:30][CH2:31][CH2:32][N+:2]([CH3:4])([CH3:3])[CH3:1])([C:18]1[CH:23]=[CH:22][CH:21]=[CH:20][CH:19]=1)([C:12]1[CH:17]=[CH:16][CH:15]=[CH:14][CH:13]=1)[C:6]1[CH:11]=[CH:10][CH:9]=[CH:8][CH:7]=1. (6) Given the reactants B1[CH:6]2[CH2:7][CH2:8][CH2:9][CH:2]1[CH2:3][CH2:4][CH2:5]2.C=CCCCCCC.[O-]P([O-])([O-])=O.[K+].[K+].[K+].[K+].[Br-].O.[CH:29]1[C:34]2[CH2:35][CH2:36][CH2:37][CH2:38][C:39](=[O:40])[C:33]=2[CH:32]=[CH:31][C:30]=1OS(C(F)(F)F)(=O)=O, predict the reaction product. The product is: [CH2:8]([C:30]1[CH:31]=[CH:32][C:33]2[C:39](=[O:40])[CH2:38][CH2:37][CH2:36][CH2:35][C:34]=2[CH:29]=1)[CH2:9][CH2:2][CH2:3][CH2:4][CH2:5][CH2:6][CH3:7]. (7) Given the reactants [CH3:1][N:2]1[CH2:7][CH2:6][CH:5]([O:8][C:9]2[CH:17]=[CH:16][C:12](C(O)=O)=[CH:11][C:10]=2[C:18]([F:21])([F:20])[F:19])[CH2:4][CH2:3]1.C1C=CC(P([N:36]=[N+]=[N-])(C2C=CC=CC=2)=O)=CC=1.[C:39]([O-:42])(O)=[O:40].[Na+].[CH3:44][C:45](O)([CH3:47])[CH3:46], predict the reaction product. The product is: [CH3:1][N:2]1[CH2:3][CH2:4][CH:5]([O:8][C:9]2[CH:17]=[CH:16][C:12]([NH:36][C:39](=[O:40])[O:42][C:45]([CH3:47])([CH3:46])[CH3:44])=[CH:11][C:10]=2[C:18]([F:19])([F:20])[F:21])[CH2:6][CH2:7]1. (8) The product is: [CH3:55][C@H:51]1[N:50]([CH:56]([CH3:58])[CH3:57])[C@@H:49]([CH3:48])[CH2:54][N:53]([CH2:2][C:3]2[S:4][CH:5]=[C:6]([C:8]([NH:10][C:11]3[CH:19]=[C:18]([C:20]4[CH:21]=[N:22][C:23]([O:31][CH3:32])=[C:24]([NH:26][S:27]([CH3:30])(=[O:28])=[O:29])[CH:25]=4)[CH:17]=[C:16]4[C:12]=3[CH:13]=[N:14][NH:15]4)=[O:9])[N:7]=2)[CH2:52]1. Given the reactants Cl[CH2:2][C:3]1[S:4][CH:5]=[C:6]([C:8]([NH:10][C:11]2[CH:19]=[C:18]([C:20]3[CH:21]=[N:22][C:23]([O:31][CH3:32])=[C:24]([NH:26][S:27]([CH3:30])(=[O:29])=[O:28])[CH:25]=3)[CH:17]=[C:16]3[C:12]=2[CH:13]=[N:14][N:15]3S(C2C=CC=CC=2)(=O)=O)=[O:9])[N:7]=1.C(=O)([O-])[O-].[K+].[K+].[CH3:48][C@@H:49]1[CH2:54][NH:53][CH2:52][C@H:51]([CH3:55])[N:50]1[CH:56]([CH3:58])[CH3:57], predict the reaction product. (9) Given the reactants [F-].C([N+](CCCC)(CCCC)CCCC)CCC.[C:19]1([CH2:25][CH2:26][N+:27]([O-:29])=[O:28])[CH:24]=[CH:23][CH:22]=[CH:21][CH:20]=1.[C:30]([O:34][C:35]([N:37]1[CH2:41][C@@H:40]([F:42])[CH2:39][C@@H:38]1[CH:43]=[O:44])=[O:36])([CH3:33])([CH3:32])[CH3:31], predict the reaction product. The product is: [C:30]([O:34][C:35]([N:37]1[CH2:41][C@@H:40]([F:42])[CH2:39][C@@H:38]1[C@H:43]([OH:44])[C@@H:26]([N+:27]([O-:29])=[O:28])[CH2:25][C:19]1[CH:24]=[CH:23][CH:22]=[CH:21][CH:20]=1)=[O:36])([CH3:33])([CH3:32])[CH3:31].[C:30]([O:34][C:35]([N:37]1[CH2:41][C@@H:40]([F:42])[CH2:39][C@@H:38]1[C@@H:43]([OH:44])[C@@H:26]([N+:27]([O-:29])=[O:28])[CH2:25][C:19]1[CH:24]=[CH:23][CH:22]=[CH:21][CH:20]=1)=[O:36])([CH3:33])([CH3:32])[CH3:31].